This data is from NCI-60 drug combinations with 297,098 pairs across 59 cell lines. The task is: Regression. Given two drug SMILES strings and cell line genomic features, predict the synergy score measuring deviation from expected non-interaction effect. Drug 1: C1=CN(C=N1)CC(O)(P(=O)(O)O)P(=O)(O)O. Drug 2: C1CN(P(=O)(OC1)NCCCl)CCCl. Cell line: MALME-3M. Synergy scores: CSS=-2.33, Synergy_ZIP=3.92, Synergy_Bliss=5.71, Synergy_Loewe=1.16, Synergy_HSA=-0.945.